From a dataset of Forward reaction prediction with 1.9M reactions from USPTO patents (1976-2016). Predict the product of the given reaction. (1) Given the reactants [CH:1]([N:4]1[CH2:9][CH2:8][N:7]([CH2:10][C:11]2[CH:16]=[CH:15][C:14]([C:17]3[CH:18]=[C:19]4[C:24](=[C:25]([O:27]COCC[Si](C)(C)C)[CH:26]=3)[N:23]=[CH:22][N:21](COCC[Si](C)(C)C)[C:20]4=[O:44])=[C:13]([CH2:45][O:46][CH3:47])[CH:12]=2)[CH2:6][CH2:5]1)([CH3:3])[CH3:2].[F:48][C:49]([F:54])([F:53])[C:50]([OH:52])=[O:51], predict the reaction product. The product is: [F:48][C:49]([F:54])([F:53])[C:50]([OH:52])=[O:51].[F:48][C:49]([F:54])([F:53])[C:50]([OH:52])=[O:51].[F:48][C:49]([F:54])([F:53])[C:50]([OH:52])=[O:51].[F:48][C:49]([F:54])([F:53])[C:50]([OH:52])=[O:51].[OH:27][C:25]1[CH:26]=[C:17]([C:14]2[CH:15]=[CH:16][C:11]([CH2:10][N:7]3[CH2:6][CH2:5][N:4]([CH:1]([CH3:3])[CH3:2])[CH2:9][CH2:8]3)=[CH:12][C:13]=2[CH2:45][O:46][CH3:47])[CH:18]=[C:19]2[C:24]=1[N:23]=[CH:22][NH:21][C:20]2=[O:44]. (2) Given the reactants [CH2:1]([O:3][CH2:4][C:5](Cl)=O)[CH3:2].[NH2:8][C:9]1[CH:10]=[N:11][C:12]2[C:17]([C:18]=1[NH:19][CH2:20][CH2:21][CH2:22][C:23]([O:25][CH2:26][CH3:27])=[O:24])=[CH:16][CH:15]=[CH:14][CH:13]=2.C(O)C.C(N(CC)CC)C, predict the reaction product. The product is: [CH2:1]([O:3][CH2:4][C:5]1[N:19]([CH2:20][CH2:21][CH2:22][C:23]([O:25][CH2:26][CH3:27])=[O:24])[C:18]2[C:17]3[CH:16]=[CH:15][CH:14]=[CH:13][C:12]=3[N:11]=[CH:10][C:9]=2[N:8]=1)[CH3:2]. (3) The product is: [CH3:29][S:30]([OH:33])(=[O:32])=[O:31].[CH3:1][O:2][C:3]1[CH:8]=[CH:7][CH:6]=[C:5]([O:9][CH2:10][C:11]2[CH:16]=[C:15]([CH3:17])[CH:14]=[CH:13][N:12]=2)[C:4]=1[C:18]1[CH:28]=[CH:27][C:21]2[CH2:22][CH2:23][NH:24][CH2:25][CH2:26][C:20]=2[CH:19]=1. Given the reactants [CH3:1][O:2][C:3]1[CH:8]=[CH:7][CH:6]=[C:5]([O:9][CH2:10][C:11]2[CH:16]=[C:15]([CH3:17])[CH:14]=[CH:13][N:12]=2)[C:4]=1[C:18]1[CH:28]=[CH:27][C:21]2[CH2:22][CH2:23][NH:24][CH2:25][CH2:26][C:20]=2[CH:19]=1.[CH3:29][S:30]([OH:33])(=[O:32])=[O:31], predict the reaction product. (4) The product is: [OH:9][C:10]1[C:18]([C:19]([F:21])([F:20])[F:22])=[CH:17][C:13]([C:14]([OH:16])=[O:15])=[CH:12][N:11]=1. Given the reactants C[Si](Cl)(C)C.[I-].[K+].C[O:9][C:10]1[C:18]([C:19]([F:22])([F:21])[F:20])=[CH:17][C:13]([C:14]([OH:16])=[O:15])=[CH:12][N:11]=1, predict the reaction product. (5) Given the reactants [NH2:1][C@@H:2]([CH:5]([CH3:7])[CH3:6])[CH2:3][OH:4].[CH2:8]1[CH2:14][S:11](=[O:13])(=[O:12])[O:10][CH2:9]1, predict the reaction product. The product is: [OH:4][CH2:3][C@@H:2]([NH:1][CH2:9][CH2:8][CH2:14][S:11]([OH:13])(=[O:12])=[O:10])[CH:5]([CH3:7])[CH3:6].